This data is from Forward reaction prediction with 1.9M reactions from USPTO patents (1976-2016). The task is: Predict the product of the given reaction. The product is: [CH2:18]([O:17][CH:5]([CH2:6][C:7]1[CH:8]=[C:9]2[C:13](=[CH:14][CH:15]=1)[N:12]([CH2:35][CH2:34][CH2:33][C:23]1[N:24]=[C:25]([C:27]3[CH:32]=[CH:31][CH:30]=[CH:29][CH:28]=3)[O:26][C:22]=1[CH3:21])[C:11]([CH3:16])=[CH:10]2)[C:4]([OH:3])=[O:20])[CH3:19]. Given the reactants C([O:3][C:4](=[O:20])[CH:5]([O:17][CH2:18][CH3:19])[CH2:6][C:7]1[CH:8]=[C:9]2[C:13](=[CH:14][CH:15]=1)[NH:12][C:11]([CH3:16])=[CH:10]2)C.[CH3:21][C:22]1[O:26][C:25]([C:27]2[CH:32]=[CH:31][CH:30]=[CH:29][CH:28]=2)=[N:24][C:23]=1[CH2:33][CH2:34][CH2:35]OS(C)(=O)=O, predict the reaction product.